The task is: Predict the reactants needed to synthesize the given product.. This data is from Full USPTO retrosynthesis dataset with 1.9M reactions from patents (1976-2016). (1) Given the product [Cl:8][C:4]1[CH:5]=[CH:6][CH:7]=[C:2]([Cl:1])[C:3]=1[C:9]1[NH:13][C:12](=[O:14])[N:11]([C:15]2[CH:24]=[CH:23][C:18]([C:19]3[NH:35][C:32]4[CH:33]=[CH:34][C:29]([C:28]([F:27])([F:37])[F:38])=[CH:30][C:31]=4[N:36]=3)=[C:17]([O:25][CH3:26])[CH:16]=2)[N:10]=1, predict the reactants needed to synthesize it. The reactants are: [Cl:1][C:2]1[CH:7]=[CH:6][CH:5]=[C:4]([Cl:8])[C:3]=1[C:9]1[NH:13][C:12](=[O:14])[N:11]([C:15]2[CH:24]=[CH:23][C:18]([C:19](OC)=O)=[C:17]([O:25][CH3:26])[CH:16]=2)[N:10]=1.[F:27][C:28]([F:38])([F:37])[C:29]1[CH:30]=[C:31]([NH2:36])[C:32]([NH2:35])=[CH:33][CH:34]=1.C[Al](C)C. (2) Given the product [NH2:3][CH2:12][CH2:13][P:14](=[O:21])([O:15][CH2:16][CH3:17])[O:18][CH2:19][CH3:20], predict the reactants needed to synthesize it. The reactants are: O=C1C2C(=CC=CC=2)C(=O)[N:3]1[CH2:12][CH2:13][P:14](=[O:21])([O:18][CH2:19][CH3:20])[O:15][CH2:16][CH3:17].O.NN. (3) The reactants are: FC(F)(F)C(O)=O.[Cl:8][C:9]1[CH:14]=[CH:13][C:12]([C:15]2([C:36]#[N:37])[CH:19]([CH2:20][C:21]([CH3:24])([CH3:23])[CH3:22])[NH:18][CH:17]([C:25]([OH:27])=O)[CH:16]2[C:28]2[CH:33]=[CH:32][CH:31]=[C:30]([F:34])[C:29]=2[F:35])=[C:11]([F:38])[CH:10]=1.CC1(C)[O:44][C@@H:43]([CH2:45][CH2:46][NH2:47])[CH2:42][O:41]1.CN(C(ON1N=NC2C=CC=NC1=2)=[N+](C)C)C.F[P-](F)(F)(F)(F)F.CCN(C(C)C)C(C)C.Cl. Given the product [OH:44][C@H:43]([CH2:42][OH:41])[CH2:45][CH2:46][NH:47][C:25]([CH:17]1[CH:16]([C:28]2[CH:33]=[CH:32][CH:31]=[C:30]([F:34])[C:29]=2[F:35])[C:15]([C:12]2[CH:13]=[CH:14][C:9]([Cl:8])=[CH:10][C:11]=2[F:38])([C:36]#[N:37])[CH:19]([CH2:20][C:21]([CH3:24])([CH3:22])[CH3:23])[NH:18]1)=[O:27], predict the reactants needed to synthesize it. (4) The reactants are: C[O:2][C:3]([C:5]1[CH2:32][CH2:31][CH2:30][C@@:7]2([CH2:11][C@H:10]([O:12][Si:13]([C:26]([CH3:29])([CH3:28])[CH3:27])([C:20]3[CH:25]=[CH:24][CH:23]=[CH:22][CH:21]=3)[C:14]3[CH:19]=[CH:18][CH:17]=[CH:16][CH:15]=3)[CH2:9][CH2:8]2)[CH:6]=1)=O.[H-].COCCO[Al+]OCCOC.[Na+].[H-].[C@H](O)(C([O-])=O)[C@@H](O)C([O-])=O.[Na+].[K+]. Given the product [Si:13]([O:12][C@@H:10]1[CH2:9][CH2:8][C@:7]2([CH2:30][CH2:31][CH2:32][C:5]([CH2:3][OH:2])=[CH:6]2)[CH2:11]1)([C:26]([CH3:29])([CH3:28])[CH3:27])([C:20]1[CH:25]=[CH:24][CH:23]=[CH:22][CH:21]=1)[C:14]1[CH:15]=[CH:16][CH:17]=[CH:18][CH:19]=1, predict the reactants needed to synthesize it. (5) Given the product [Cl:1][C:2]1[CH:3]=[CH:4][C:5]([CH2:8][C:9]([NH:63][C:62]2[C:56]3[CH2:55][O:54][C:53]([NH:52][C@H:43]4[C:51]5[C:46](=[CH:47][CH:48]=[CH:49][CH:50]=5)[CH2:45][CH2:44]4)=[N:58][C:57]=3[CH:59]=[CH:60][CH:61]=2)=[O:11])=[CH:6][CH:7]=1, predict the reactants needed to synthesize it. The reactants are: [Cl:1][C:2]1[CH:7]=[CH:6][C:5]([CH2:8][C:9]([OH:11])=O)=[CH:4][CH:3]=1.C(N(CC)C(C)C)(C)C.F[B-](F)(F)F.N1(OC(N(C)C)=[N+](C)C)C2C=CC=CC=2N=N1.[C@H:43]1([NH:52][C:53]2[O:54][CH2:55][C:56]3[C:62]([NH2:63])=[CH:61][CH:60]=[CH:59][C:57]=3[N:58]=2)[C:51]2[C:46](=[CH:47][CH:48]=[CH:49][CH:50]=2)[CH2:45][CH2:44]1.